Dataset: Reaction yield outcomes from USPTO patents with 853,638 reactions. Task: Predict the reaction yield, written as a fraction of the theoretical maximum amount of product (1.0 means a 100% yield; for example, 0.34 means a 34% yield). (1) The reactants are [Cl:1][C:2]1[N:3]=[CH:4][C:5]2[NH:10][CH:9]=[C:8]([I:11])[C:6]=2[N:7]=1.[OH-].[Na+].[CH3:14]I.O. The catalyst is C(Cl)Cl.[Br-].C([N+](CCCC)(CCCC)CCCC)CCC.CCOC(C)=O. The product is [Cl:1][C:2]1[N:3]=[CH:4][C:5]2[N:10]([CH3:14])[CH:9]=[C:8]([I:11])[C:6]=2[N:7]=1. The yield is 0.940. (2) The reactants are [CH3:1][CH:2]([CH3:30])[CH2:3][C@H:4]([NH:22][C:23](=[O:29])[O:24][C:25]([CH3:28])([CH3:27])[CH3:26])[CH2:5][O:6][C:7]1[CH:8]=[CH:9][C:10]2[C:20]3[C:15](=[CH:16][N:17]=[CH:18][CH:19]=3)[CH:14]([CH3:21])[O:13][C:11]=2[CH:12]=1.C1C(=O)N([I:38])C(=O)C1. The catalyst is C(#N)C. The product is [I:38][C:8]1[C:7]([O:6][CH2:5][C@@H:4]([NH:22][C:23](=[O:29])[O:24][C:25]([CH3:27])([CH3:26])[CH3:28])[CH2:3][CH:2]([CH3:30])[CH3:1])=[CH:12][C:11]2[O:13][CH:14]([CH3:21])[C:15]3[C:20]([C:10]=2[CH:9]=1)=[CH:19][CH:18]=[N:17][CH:16]=3. The yield is 0.490.